The task is: Predict the reactants needed to synthesize the given product.. This data is from Full USPTO retrosynthesis dataset with 1.9M reactions from patents (1976-2016). (1) Given the product [C:11]([O:15][C:16]([C:18]1[CH:23]=[CH:22][C:21]([NH:24][C:25]([CH:27]2[N:32]([C:61](=[O:62])/[CH:60]=[CH:59]/[C:57]3[CH:58]=[C:53]([Cl:52])[CH:54]=[CH:55][C:56]=3[N:64]3[CH:68]=[N:67][N:66]=[N:65]3)[CH2:31][CH:30]([CH:33]3[CH2:38][CH2:37][N:36]([C:39]([O:41][C:42]([CH3:44])([CH3:45])[CH3:43])=[O:40])[CH2:35][CH2:34]3)[CH2:29][CH:28]2[C:46]2[CH:47]=[CH:48][CH:49]=[CH:50][CH:51]=2)=[O:26])=[CH:20][CH:19]=1)=[O:17])([CH3:12])([CH3:13])[CH3:14], predict the reactants needed to synthesize it. The reactants are: CCN(C(C)C)C(C)C.Cl.[C:11]([O:15][C:16]([C:18]1[CH:23]=[CH:22][C:21]([NH:24][C:25]([CH:27]2[NH:32][CH2:31][CH:30]([CH:33]3[CH2:38][CH2:37][N:36]([C:39]([O:41][C:42]([CH3:45])([CH3:44])[CH3:43])=[O:40])[CH2:35][CH2:34]3)[CH2:29][CH:28]2[C:46]2[CH:51]=[CH:50][CH:49]=[CH:48][CH:47]=2)=[O:26])=[CH:20][CH:19]=1)=[O:17])([CH3:14])([CH3:13])[CH3:12].[Cl:52][C:53]1[CH:54]=[CH:55][C:56]([N:64]2[CH:68]=[N:67][N:66]=[N:65]2)=[C:57](/[CH:59]=[CH:60]/[C:61](O)=[O:62])[CH:58]=1.CN(C(ON1N=NC2C=CC=NC1=2)=[N+](C)C)C.F[P-](F)(F)(F)(F)F. (2) The reactants are: Cl[C:2]1[N:23]=[CH:22][C:21]([Cl:24])=[CH:20][C:3]=1[C:4]([NH:6][C:7](=[NH:19])[CH2:8][O:9][CH2:10][CH2:11][C:12]1[CH:17]=[CH:16][CH:15]=[C:14]([Cl:18])[CH:13]=1)=[O:5].CC([O-])(C)C.[K+]. Given the product [Cl:24][C:21]1[CH:22]=[N:23][C:2]2[N:19]=[C:7]([CH2:8][O:9][CH2:10][CH2:11][C:12]3[CH:17]=[CH:16][CH:15]=[C:14]([Cl:18])[CH:13]=3)[NH:6][C:4](=[O:5])[C:3]=2[CH:20]=1, predict the reactants needed to synthesize it. (3) Given the product [S:1]1[C:5]2[CH:6]=[C:7]([N:10]3[CH2:14][CH2:13][N:12]([C:21]4[CH:20]=[N:19][CH:18]=[CH:17][C:22]=4[CH:23]([O:26][CH3:27])[O:24][CH3:25])[C:11]3=[O:15])[CH:8]=[CH:9][C:4]=2[N:3]=[CH:2]1, predict the reactants needed to synthesize it. The reactants are: [S:1]1[C:5]2[CH:6]=[C:7]([N:10]3[CH2:14][CH2:13][NH:12][C:11]3=[O:15])[CH:8]=[CH:9][C:4]=2[N:3]=[CH:2]1.Br[C:17]1[CH:18]=[N:19][CH:20]=[CH:21][C:22]=1[CH:23]([O:26][CH3:27])[O:24][CH3:25].CNC1CCCCC1NC.P([O-])([O-])([O-])=O.[K+].[K+].[K+].